Dataset: Forward reaction prediction with 1.9M reactions from USPTO patents (1976-2016). Task: Predict the product of the given reaction. (1) The product is: [F:11][C:12]([F:25])([F:26])[C:13]1[CH:14]=[C:15]([CH:18]=[C:19]([C:21]([F:24])([F:22])[F:23])[CH:20]=1)[CH2:16][O:10][C:8]1[CH:7]=[CH:6][C:3]([C:4]#[N:5])=[C:2]([F:1])[CH:9]=1. Given the reactants [F:1][C:2]1[CH:9]=[C:8]([OH:10])[CH:7]=[CH:6][C:3]=1[C:4]#[N:5].[F:11][C:12]([F:26])([F:25])[C:13]1[CH:14]=[C:15]([CH:18]=[C:19]([C:21]([F:24])([F:23])[F:22])[CH:20]=1)[CH2:16]Br, predict the reaction product. (2) Given the reactants [NH2:1][C:2]1[C:6]([CH3:7])=[CH:5][S:4][C:3]=1[C:8]([O:10]C)=O.C(O)(=O)C.[O-:16][C:17]#[N:18].[K+].[OH-].[Na+].Cl, predict the reaction product. The product is: [CH3:7][C:6]1[C:2]2[NH:1][C:17](=[O:16])[NH:18][C:8](=[O:10])[C:3]=2[S:4][CH:5]=1. (3) Given the reactants [CH2:1]([O:3][C:4](=[O:12])[CH2:5][C:6](=O)[CH:7](Br)[CH2:8][CH3:9])[CH3:2].[F:13][C:14]([F:25])([F:24])[C:15]1[CH:23]=[CH:22][C:18]([C:19]([NH2:21])=[S:20])=[CH:17][CH:16]=1, predict the reaction product. The product is: [CH2:1]([O:3][C:4](=[O:12])[CH2:5][C:6]1[N:21]=[C:19]([C:18]2[CH:17]=[CH:16][C:15]([C:14]([F:24])([F:13])[F:25])=[CH:23][CH:22]=2)[S:20][C:7]=1[CH2:8][CH3:9])[CH3:2]. (4) The product is: [CH2:9]1[C@H:10]2[CH2:15][CH2:14][C@H:13]([NH:16][C:17](=[O:23])[O:18][C:19]([CH3:21])([CH3:20])[CH3:22])[C@H:11]2[CH2:12][NH:8]1. Given the reactants C([N:8]1[CH2:12][C@@H:11]2[C@@H:13]([NH:16][C:17](=[O:23])[O:18][C:19]([CH3:22])([CH3:21])[CH3:20])[CH2:14][CH2:15][C@@H:10]2[CH2:9]1)C1C=CC=CC=1.C([O-])=O.[NH4+], predict the reaction product. (5) Given the reactants [Cl:1][C:2]1[CH:3]=[CH:4][C:5]([O:11][C:12]2[CH:17]=[CH:16][CH:15]=[C:14]([Cl:18])[CH:13]=2)=[C:6]([CH:10]=1)[C:7]([OH:9])=O.Cl.[NH2:20][C@H:21]([C:23]1[CH:32]=[CH:31][C:26]([C:27]([O:29][CH3:30])=[O:28])=[CH:25][CH:24]=1)[CH3:22], predict the reaction product. The product is: [Cl:1][C:2]1[CH:3]=[CH:4][C:5]([O:11][C:12]2[CH:17]=[CH:16][CH:15]=[C:14]([Cl:18])[CH:13]=2)=[C:6]([CH:10]=1)[C:7]([NH:20][C@H:21]([C:23]1[CH:32]=[CH:31][C:26]([C:27]([O:29][CH3:30])=[O:28])=[CH:25][CH:24]=1)[CH3:22])=[O:9].